From a dataset of Full USPTO retrosynthesis dataset with 1.9M reactions from patents (1976-2016). Predict the reactants needed to synthesize the given product. (1) Given the product [CH2:36]([O:43][C:44]1[C:49]([CH:50]([C:52]2[CH:53]=[CH:54][C:55]([CH2:58][CH3:59])=[CH:56][CH:57]=2)[OH:51])=[CH:48][CH:47]=[CH:46][N:45]=1)[C:37]1[CH:38]=[CH:39][CH:40]=[CH:41][CH:42]=1, predict the reactants needed to synthesize it. The reactants are: BrC1C=CC(CC)=CC=1.C([Li])(C)(C)C.CCCCC.C(OC1C(C=O)=CC=CN=1)C1C=CC=CC=1.[CH2:36]([O:43][C:44]1[C:49]([CH:50]([C:52]2[CH:57]=[CH:56][C:55]([CH2:58][CH3:59])=[CH:54][CH:53]=2)[OH:51])=[CH:48][CH:47]=[C:46](C)[N:45]=1)[C:37]1[CH:42]=[CH:41][CH:40]=[CH:39][CH:38]=1. (2) Given the product [CH:21]1([C:18]2[CH:19]=[CH:20][C:11]([NH:10][C:6]3[CH:5]=[C:4]4[C:9](=[CH:8][CH:7]=3)[N:1]([C:25]3[CH:30]=[CH:29][C:28]([C:31]([F:34])([F:33])[F:32])=[CH:27][CH:26]=3)[CH:2]=[CH:3]4)=[C:12]([CH:17]=2)[C:13]([O:15][CH3:16])=[O:14])[CH2:23][CH2:22]1, predict the reactants needed to synthesize it. The reactants are: [NH:1]1[C:9]2[C:4](=[CH:5][C:6]([NH:10][C:11]3[CH:20]=[CH:19][C:18]([CH:21]4[CH2:23][CH2:22]4)=[CH:17][C:12]=3[C:13]([O:15][CH3:16])=[O:14])=[CH:7][CH:8]=2)[CH:3]=[CH:2]1.I[C:25]1[CH:30]=[CH:29][C:28]([C:31]([F:34])([F:33])[F:32])=[CH:27][CH:26]=1.C(=O)([O-])[O-].[Cs+].[Cs+]. (3) Given the product [C:1]([C:5]1[N:10]=[C:9]([N:11]2[CH2:16][CH2:15][N:14]([CH2:17][CH2:18][CH2:19][CH2:20][NH:21][C:31]([N:48]3[CH2:49][CH2:50][N:45]([C:41]4[CH:42]=[CH:43][CH:44]=[C:39]([Cl:38])[CH:40]=4)[CH2:46][CH2:47]3)=[O:32])[CH2:13][CH2:12]2)[CH:8]=[C:7]([C:22]([F:24])([F:25])[F:23])[N:6]=1)([CH3:4])([CH3:2])[CH3:3], predict the reactants needed to synthesize it. The reactants are: [C:1]([C:5]1[N:10]=[C:9]([N:11]2[CH2:16][CH2:15][N:14]([CH2:17][CH2:18][CH2:19][CH2:20][NH2:21])[CH2:13][CH2:12]2)[CH:8]=[C:7]([C:22]([F:25])([F:24])[F:23])[N:6]=1)([CH3:4])([CH3:3])[CH3:2].C1N=CN([C:31](N2C=NC=C2)=[O:32])C=1.[Cl:38][C:39]1[CH:40]=[C:41]([N:45]2[CH2:50][CH2:49][NH:48][CH2:47][CH2:46]2)[CH:42]=[CH:43][CH:44]=1.